Dataset: Full USPTO retrosynthesis dataset with 1.9M reactions from patents (1976-2016). Task: Predict the reactants needed to synthesize the given product. (1) Given the product [CH3:1][C:2]1[CH:7]=[C:6]([NH2:8])[CH:5]=[C:4]([CH3:11])[N:3]=1, predict the reactants needed to synthesize it. The reactants are: [CH3:1][C:2]1[CH:7]=[C:6]([N+:8]([O-])=O)[CH:5]=[C:4]([CH3:11])[N+:3]=1[O-]. (2) Given the product [N+:1]([C:4]1[CH:9]=[CH:8][C:7]([C:10]2[C:11](=[N:16][NH:17][C:18]3[CH:19]=[CH:20][C:21]([S:24]([OH:27])(=[O:25])=[O:26])=[CH:22][CH:23]=3)[C:12](=[O:14])[N:36]([C:33]3[CH:34]=[CH:35][C:30]([F:29])=[CH:31][CH:32]=3)[N:37]=2)=[CH:6][CH:5]=1)([O-:3])=[O:2], predict the reactants needed to synthesize it. The reactants are: [N+:1]([C:4]1[CH:9]=[CH:8][C:7]([C:10](=O)[C:11](=[N:16][NH:17][C:18]2[CH:23]=[CH:22][C:21]([S:24]([OH:27])(=[O:26])=[O:25])=[CH:20][CH:19]=2)[C:12]([O:14]C)=O)=[CH:6][CH:5]=1)([O-:3])=[O:2].[F:29][C:30]1[CH:35]=[CH:34][C:33]([NH:36][NH2:37])=[CH:32][CH:31]=1.Cl.